Dataset: Forward reaction prediction with 1.9M reactions from USPTO patents (1976-2016). Task: Predict the product of the given reaction. (1) Given the reactants [Br:1][C:2]1[CH:3]=[C:4]([CH:8]=[CH:9][C:10]=1[OH:11])[C:5]([OH:7])=[O:6].S(=O)(=O)(O)O.[CH3:17]O, predict the reaction product. The product is: [Br:1][C:2]1[CH:3]=[C:4]([CH:8]=[CH:9][C:10]=1[OH:11])[C:5]([O:7][CH3:17])=[O:6]. (2) Given the reactants [CH2:1]([C:3]1[NH:4][C:5]2[C:10]([CH:11]=1)=[CH:9][CH:8]=[CH:7][CH:6]=2)[CH3:2].P(Cl)(Cl)(Cl)=O.O.[OH-].[Na+].CN([CH:23]=[O:24])C, predict the reaction product. The product is: [CH2:1]([C:3]1[NH:4][C:5]2[C:10]([C:11]=1[CH:23]=[O:24])=[CH:9][CH:8]=[CH:7][CH:6]=2)[CH3:2].